From a dataset of NCI-60 drug combinations with 297,098 pairs across 59 cell lines. Regression. Given two drug SMILES strings and cell line genomic features, predict the synergy score measuring deviation from expected non-interaction effect. (1) Drug 1: CCCS(=O)(=O)NC1=C(C(=C(C=C1)F)C(=O)C2=CNC3=C2C=C(C=N3)C4=CC=C(C=C4)Cl)F. Drug 2: CC1OCC2C(O1)C(C(C(O2)OC3C4COC(=O)C4C(C5=CC6=C(C=C35)OCO6)C7=CC(=C(C(=C7)OC)O)OC)O)O. Cell line: OVCAR-4. Synergy scores: CSS=0.174, Synergy_ZIP=-0.139, Synergy_Bliss=-3.76, Synergy_Loewe=-6.80, Synergy_HSA=-6.12. (2) Drug 1: CC1=C(C=C(C=C1)NC(=O)C2=CC=C(C=C2)CN3CCN(CC3)C)NC4=NC=CC(=N4)C5=CN=CC=C5. Drug 2: CC1=C(C=C(C=C1)C(=O)NC2=CC(=CC(=C2)C(F)(F)F)N3C=C(N=C3)C)NC4=NC=CC(=N4)C5=CN=CC=C5. Cell line: SNB-75. Synergy scores: CSS=-4.48, Synergy_ZIP=3.97, Synergy_Bliss=0.975, Synergy_Loewe=-3.93, Synergy_HSA=-6.43. (3) Drug 1: C1=CC(=CC=C1CCC2=CNC3=C2C(=O)NC(=N3)N)C(=O)NC(CCC(=O)O)C(=O)O. Drug 2: CC(CN1CC(=O)NC(=O)C1)N2CC(=O)NC(=O)C2. Cell line: UO-31. Synergy scores: CSS=21.4, Synergy_ZIP=-7.74, Synergy_Bliss=-7.45, Synergy_Loewe=-4.06, Synergy_HSA=-3.01.